From a dataset of Forward reaction prediction with 1.9M reactions from USPTO patents (1976-2016). Predict the product of the given reaction. (1) Given the reactants [O:1]=[C:2]([CH2:8][CH3:9])[CH2:3][C:4]([O:6][CH3:7])=[O:5], predict the reaction product. The product is: [OH:1][C@@H:2]([CH2:8][CH3:9])[CH2:3][C:4]([O:6][CH3:7])=[O:5]. (2) Given the reactants C([O:5][C:6](=[O:28])[CH2:7][CH2:8][N:9]([C:16]1[S:17][C:18]2[CH2:27][C:26]3[CH:25]=[CH:24][CH:23]=[CH:22][C:21]=3[C:19]=2[N:20]=1)[CH2:10][C:11]1[S:12][CH:13]=[CH:14][CH:15]=1)(C)(C)C.[ClH:29], predict the reaction product. The product is: [ClH:29].[S:17]1[C:18]2[CH2:27][C:26]3[CH:25]=[CH:24][CH:23]=[CH:22][C:21]=3[C:19]=2[N:20]=[C:16]1[N:9]([CH2:10][C:11]1[S:12][CH:13]=[CH:14][CH:15]=1)[CH2:8][CH2:7][C:6]([OH:28])=[O:5]. (3) The product is: [C:1]([C:3]1[CH:4]=[CH:5][C:6]([CH:9]2[CH2:14][C:13](=[O:15])[CH2:12][CH2:11][N:10]2[C:16]([O:18][CH2:19][C:20]2[CH:25]=[CH:24][CH:23]=[CH:22][CH:21]=2)=[O:17])=[CH:7][CH:8]=1)#[N:2]. Given the reactants [C:1]([C:3]1[CH:8]=[CH:7][C:6]([CH:9]2[CH2:14][C:13](=[O:15])[CH:12]=[CH:11][N:10]2[C:16]([O:18][CH2:19][C:20]2[CH:25]=[CH:24][CH:23]=[CH:22][CH:21]=2)=[O:17])=[CH:5][CH:4]=1)#[N:2], predict the reaction product. (4) Given the reactants Cl.[NH2:2][CH2:3][CH2:4][CH2:5][NH:6][C:7]([C:9]1[CH:13]=[C:12]([C:14]2[CH:19]=[CH:18][CH:17]=[CH:16][CH:15]=2)[O:11][N:10]=1)=[O:8].[OH:20][C:21]1[N:29]=[CH:28][CH:27]=[CH:26][C:22]=1[C:23](O)=[O:24].CCOC(C(C#N)=NOC(N1CCOCC1)=[N+](C)C)=O.F[P-](F)(F)(F)(F)F.CCN(C(C)C)C(C)C, predict the reaction product. The product is: [OH:20][C:21]1[N:29]=[CH:28][CH:27]=[CH:26][C:22]=1[C:23]([NH:2][CH2:3][CH2:4][CH2:5][NH:6][C:7]([C:9]1[CH:13]=[C:12]([C:14]2[CH:19]=[CH:18][CH:17]=[CH:16][CH:15]=2)[O:11][N:10]=1)=[O:8])=[O:24]. (5) Given the reactants [CH3:1][C:2]1[CH:7]=[CH:6][C:5]([S:8]([O:11][CH2:12][C@@H:13]([OH:28])[C@H:14]([OH:27])[CH2:15][O:16][S:17]([C:20]2[CH:25]=[CH:24][C:23]([CH3:26])=[CH:22][CH:21]=2)(=[O:19])=[O:18])(=[O:10])=[O:9])=[CH:4][CH:3]=1.B(F)(F)F.[CH3:33]COCC.COCOC, predict the reaction product. The product is: [CH3:1][C:2]1[CH:7]=[CH:6][C:5]([S:8]([O:11][CH2:12][C@@H:13]2[C@@H:14]([CH2:15][O:16][S:17]([C:20]3[CH:21]=[CH:22][C:23]([CH3:26])=[CH:24][CH:25]=3)(=[O:19])=[O:18])[O:27][CH2:33][O:28]2)(=[O:9])=[O:10])=[CH:4][CH:3]=1. (6) Given the reactants C1N(P(N2CC2)(NC(C2C(I)=CC=CC=2)=O)=O)C1.[CH3:19][N:20]1[CH2:25][CH2:24][N:23]([C:26]2[CH:31]=[CH:30][C:29]([CH:32]=[CH2:33])=[CH:28][N:27]=2)[CH2:22][CH2:21]1.I[C:35]1[C:43]2[C:38](=[CH:39][C:40]([CH:44]=[O:45])=[CH:41][CH:42]=2)[N:37]([CH2:46][O:47][CH2:48][CH2:49][Si:50]([CH3:53])([CH3:52])[CH3:51])[N:36]=1, predict the reaction product. The product is: [CH3:19][N:20]1[CH2:21][CH2:22][N:23]([C:26]2[N:27]=[CH:28][C:29](/[CH:32]=[CH:33]/[C:35]3[C:43]4[C:38](=[CH:39][C:40]([CH:44]=[O:45])=[CH:41][CH:42]=4)[N:37]([CH2:46][O:47][CH2:48][CH2:49][Si:50]([CH3:53])([CH3:52])[CH3:51])[N:36]=3)=[CH:30][CH:31]=2)[CH2:24][CH2:25]1. (7) The product is: [CH:18]([N:15]1[CH2:16][CH2:17][N:12]([C:4]2[CH:5]=[C:6]([C:8]([F:10])([F:11])[F:9])[CH:7]=[C:2]([F:1])[CH:3]=2)[CH2:13][CH2:14]1)([CH3:20])[CH3:19]. Given the reactants [F:1][C:2]1[CH:3]=[C:4]([N:12]2[CH2:17][CH2:16][NH:15][CH2:14][CH2:13]2)[CH:5]=[C:6]([C:8]([F:11])([F:10])[F:9])[CH:7]=1.[CH:18](Br)([CH3:20])[CH3:19], predict the reaction product.